The task is: Predict the reactants needed to synthesize the given product.. This data is from Full USPTO retrosynthesis dataset with 1.9M reactions from patents (1976-2016). Given the product [C:30]([O:20][C@H:17]1[CH2:16][CH2:15][C@:14]2([CH3:21])[C@H:19]([C:2](=[CH2:1])[CH2:3][C@H:4]3[C@H:13]2[CH2:12][CH2:11][C@:9]2([CH3:10])[C@@H:5]3[CH2:6][C:7](=[CH:23][C:24]3[CH:25]=[CH:26][CH:27]=[CH:28][CH:29]=3)[C@H:8]2[O:22][C:42](=[O:45])[CH3:43])[CH2:18]1)(=[O:31])[CH3:32], predict the reactants needed to synthesize it. The reactants are: [CH2:1]=[C:2]1[C@H:19]2[C@@:14]([CH3:21])([CH2:15][CH2:16][C@H:17]([OH:20])[CH2:18]2)[C@H:13]2[C@@H:4]([C@@H:5]3[C@:9]([CH2:11][CH2:12]2)([CH3:10])[C@H:8]([OH:22])[C:7](=[CH:23][C:24]2[CH:29]=[CH:28][CH:27]=[CH:26][CH:25]=2)[CH2:6]3)[CH2:3]1.[C:30](OC(C)=O)([CH3:32])=[O:31].CCN([CH2:42][CH3:43])CC.C([O-])(O)=[O:45].[Na+].